This data is from Reaction yield outcomes from USPTO patents with 853,638 reactions. The task is: Predict the reaction yield, written as a fraction of the theoretical maximum amount of product (1.0 means a 100% yield; for example, 0.34 means a 34% yield). The reactants are [CH:1]1([NH:7][C:8]2[C:17]([N+:18]([O-])=O)=[CH:16][C:11]([C:12]([O:14][CH3:15])=[O:13])=[CH:10][N:9]=2)[CH2:6][CH2:5][CH2:4][CH2:3][CH2:2]1.Cl.[OH:22][C:23]1[CH:33]=[CH:32][C:26]([C:27](=N)OCC)=[CH:25][CH:24]=1. The yield is 0.880. The catalyst is CO. The product is [CH:1]1([N:7]2[C:8]3=[N:9][CH:10]=[C:11]([C:12]([O:14][CH3:15])=[O:13])[CH:16]=[C:17]3[N:18]=[C:27]2[C:26]2[CH:32]=[CH:33][C:23]([OH:22])=[CH:24][CH:25]=2)[CH2:6][CH2:5][CH2:4][CH2:3][CH2:2]1.